This data is from Tyrosyl-DNA phosphodiesterase HTS with 341,365 compounds. The task is: Binary Classification. Given a drug SMILES string, predict its activity (active/inactive) in a high-throughput screening assay against a specified biological target. (1) The molecule is S1\C(=C/c2n(c3cc(ccc3)C(O)=O)ccc2)C(=O)N(Cc2c(F)cccc2)C1=O. The result is 1 (active). (2) The result is 0 (inactive). The drug is Clc1c(c2ncc(c(N3CCN(CC3)CC)c2cc1)C(OCC)=O)C.